Dataset: Catalyst prediction with 721,799 reactions and 888 catalyst types from USPTO. Task: Predict which catalyst facilitates the given reaction. (1) Reactant: [C:1]1([CH2:7][CH2:8][CH2:9][CH2:10]NC=O)[CH:6]=[CH:5][CH:4]=[CH:3][CH:2]=1.C(N(CC)CC)C.ClC(Cl)(OC(=O)OC(Cl)(Cl)Cl)Cl.[Se].[CH2:34]([N:41]=[C:42]=[Se:43])[C:35]1C=CC=CC=1. Product: [C:1]1([CH2:7][CH2:8][CH2:9][CH2:10][CH2:35][CH2:34][N:41]=[C:42]=[Se:43])[CH:2]=[CH:3][CH:4]=[CH:5][CH:6]=1. The catalyst class is: 2. (2) Reactant: [CH2:1]([N:3]([CH2:12][CH3:13])[C:4]([CH:6]1[CH2:11][CH2:10][CH2:9][NH:8][CH2:7]1)=[O:5])[CH3:2].C(N(CC)C(C)C)(C)C.Cl[C:24]1[N:29]=[C:28]([O:30][C:31]2[CH:57]=[CH:56][C:55]([F:58])=[CH:54][C:32]=2[CH2:33][NH:34][C:35]([NH:37][C:38]2[N:42]([C:43]3[CH:48]=[CH:47][C:46]([CH3:49])=[CH:45][CH:44]=3)[N:41]=[C:40]([C:50]([CH3:53])([CH3:52])[CH3:51])[CH:39]=2)=[O:36])[CH:27]=[CH:26][N:25]=1.C(=O)(O)[O-].[Na+]. Product: [CH2:12]([N:3]([CH2:1][CH3:2])[C:4]([CH:6]1[CH2:11][CH2:10][CH2:9][N:8]([C:24]2[N:29]=[C:28]([O:30][C:31]3[CH:57]=[CH:56][C:55]([F:58])=[CH:54][C:32]=3[CH2:33][NH:34][C:35]([NH:37][C:38]3[N:42]([C:43]4[CH:44]=[CH:45][C:46]([CH3:49])=[CH:47][CH:48]=4)[N:41]=[C:40]([C:50]([CH3:53])([CH3:52])[CH3:51])[CH:39]=3)=[O:36])[CH:27]=[CH:26][N:25]=2)[CH2:7]1)=[O:5])[CH3:13]. The catalyst class is: 8. (3) Reactant: [NH3:1].[N+:2]([C:5]1[CH:10]=[CH:9][N:8]2[CH:11]=[C:12]([C:14]([O:16]CC)=O)[N:13]=[C:7]2[CH:6]=1)([O-:4])=[O:3].Cl. Product: [N+:2]([C:5]1[CH:10]=[CH:9][N:8]2[CH:11]=[C:12]([C:14]([NH2:1])=[O:16])[N:13]=[C:7]2[CH:6]=1)([O-:4])=[O:3]. The catalyst class is: 84. (4) Reactant: Cl.[CH2:2]([O:9][C:10](=[O:16])[C@@H:11]1[CH2:15][CH2:14][CH2:13][NH:12]1)[C:3]1[CH:8]=[CH:7][CH:6]=[CH:5][CH:4]=1.C(N(CC)CC)C.[CH:24]([N:27]=[C:28]=[O:29])([CH3:26])[CH3:25]. Product: [CH2:2]([O:9][C:10]([C@@H:11]1[CH2:15][CH2:14][CH2:13][N:12]1[C:28](=[O:29])[NH:27][CH:24]([CH3:26])[CH3:25])=[O:16])[C:3]1[CH:4]=[CH:5][CH:6]=[CH:7][CH:8]=1. The catalyst class is: 2. (5) Reactant: [Na+].[Cl:2][C:3]1[CH:4]=[CH:5][C:6]([O:27][CH2:28][CH3:29])=[C:7]([C:9]2[N:14]=[C:13]([NH:15][CH3:16])[N:12]=[C:11]([NH:17][C:18]3[CH:26]=[CH:25][C:21]([C:22]([O-])=[O:23])=[CH:20][CH:19]=3)[CH:10]=2)[CH:8]=1.[Al].[Li].CO.Cl. Product: [Cl:2][C:3]1[CH:4]=[CH:5][C:6]([O:27][CH2:28][CH3:29])=[C:7]([C:9]2[N:14]=[C:13]([NH:15][CH3:16])[N:12]=[C:11]([NH:17][C:18]3[CH:26]=[CH:25][C:21]([CH2:22][OH:23])=[CH:20][CH:19]=3)[CH:10]=2)[CH:8]=1. The catalyst class is: 7.